This data is from Full USPTO retrosynthesis dataset with 1.9M reactions from patents (1976-2016). The task is: Predict the reactants needed to synthesize the given product. (1) The reactants are: [Cl:1][C:2]1[CH:7]=[CH:6][C:5]([C:8]([F:11])([F:10])[F:9])=[CH:4][C:3]=1[N:12]([S:24]([C:27]1[CH:32]=[CH:31][C:30](C)=[CH:29][CH:28]=1)(=[O:26])=[O:25])[CH2:13][C:14]([NH:16]CC1C=CN=CC=1)=[O:15].C1(S(Cl)(=O)=O)C=CC=CC=1.CC1C=CC(S(Cl)(=O)=O)=CC=1.[C:55]([O:59][C:60](=[O:65])[NH:61][CH2:62][CH2:63]N)([CH3:58])([CH3:57])[CH3:56].NCC1C=CN=CC=1. Given the product [Cl:1][C:2]1[CH:7]=[CH:6][C:5]([C:8]([F:10])([F:9])[F:11])=[CH:4][C:3]=1[N:12]([CH2:13][C:14]([NH:16][CH2:63][CH2:62][NH:61][C:60](=[O:65])[O:59][C:55]([CH3:58])([CH3:57])[CH3:56])=[O:15])[S:24]([C:27]1[CH:28]=[CH:29][CH:30]=[CH:31][CH:32]=1)(=[O:25])=[O:26], predict the reactants needed to synthesize it. (2) The reactants are: [F:1][C:2]1[CH:7]=[CH:6][C:5]([C@@H:8]([NH:10][C:11](=[O:34])[C:12]2[CH:17]=[CH:16][CH:15]=[N:14][C:13]=2[NH:18][CH2:19][C:20]2[S:21][C:22](B3OC(C)(C)C(C)(C)O3)=[CH:23][CH:24]=2)[CH3:9])=[CH:4][CH:3]=1.I[C:36]1[CH:37]=[CH:38][C:39]2[N:40]([N:42]=[CH:43][N:44]=2)[CH:41]=1.C([O-])([O-])=O.[K+].[K+].ClCCl. Given the product [N:44]1[CH:43]=[N:42][N:40]2[CH:41]=[C:36]([C:22]3[S:21][C:20]([CH2:19][NH:18][C:13]4[N:14]=[CH:15][CH:16]=[CH:17][C:12]=4[C:11]([NH:10][C@H:8]([C:5]4[CH:4]=[CH:3][C:2]([F:1])=[CH:7][CH:6]=4)[CH3:9])=[O:34])=[CH:24][CH:23]=3)[CH:37]=[CH:38][C:39]=12, predict the reactants needed to synthesize it. (3) Given the product [CH:4]1[C:13]2[C:7]([CH:8]=[CH:9][CH:10]=[CH:11][CH:12]=2)=[CH:6][C:5]=1[CH2:14][C:15]1[CH:16]=[CH:17][C:18]([O-:32])=[C:19]([C@@H:21]2[O:29][C@H:28]([CH2:30][OH:31])[C@@H:26]([OH:27])[C@H:24]([OH:25])[C@H:22]2[OH:23])[CH:20]=1.[Na+:34], predict the reactants needed to synthesize it. The reactants are: C(O)C.[CH:4]1[C:13]2[C:7]([CH:8]=[CH:9][CH:10]=[CH:11][CH:12]=2)=[CH:6][C:5]=1[CH2:14][C:15]1[CH:16]=[CH:17][C:18]([OH:32])=[C:19]([C@@H:21]2[O:29][C@H:28]([CH2:30][OH:31])[C@@H:26]([OH:27])[C@H:24]([OH:25])[C@H:22]2[OH:23])[CH:20]=1.[OH-].[Na+:34]. (4) Given the product [Cl:13][C:12]1[C:3]2[CH2:2][N:32]([CH:30]([C:18]3[CH:19]=[N:20][C:21]([O:22][CH2:23][C:24]([F:29])([F:28])[CH:25]([F:27])[F:26])=[C:16]([CH3:15])[CH:17]=3)[CH3:31])[C:5](=[O:7])[C:4]=2[CH:9]=[CH:10][N:11]=1, predict the reactants needed to synthesize it. The reactants are: Br[CH2:2][C:3]1[C:12]([Cl:13])=[N:11][CH:10]=[CH:9][C:4]=1[C:5]([O:7]C)=O.Cl.[CH3:15][C:16]1[CH:17]=[C:18]([CH:30]([NH2:32])[CH3:31])[CH:19]=[N:20][C:21]=1[O:22][CH2:23][C:24]([F:29])([F:28])[CH:25]([F:27])[F:26]. (5) Given the product [NH2:8][C:9]1[N:14]=[C:13]([O:15][S:16]([C:19]2[C:24]([CH3:25])=[CH:23][C:22]([CH3:26])=[CH:21][C:20]=2[CH3:27])(=[O:18])=[O:17])[C:12]([CH2:28][C:29]2[CH:42]=[CH:41][C:32]([CH2:33][N:34]([CH2:35][C:36]([O:38][CH2:39][CH3:40])=[O:37])[C:1](=[O:3])[CH3:2])=[CH:31][C:30]=2[O:43][CH3:44])=[C:11]([CH3:45])[N:10]=1, predict the reactants needed to synthesize it. The reactants are: [C:1](OC(=O)C)(=[O:3])[CH3:2].[NH2:8][C:9]1[N:14]=[C:13]([O:15][S:16]([C:19]2[C:24]([CH3:25])=[CH:23][C:22]([CH3:26])=[CH:21][C:20]=2[CH3:27])(=[O:18])=[O:17])[C:12]([CH2:28][C:29]2[CH:42]=[CH:41][C:32]([CH2:33][NH:34][CH2:35][C:36]([O:38][CH2:39][CH3:40])=[O:37])=[CH:31][C:30]=2[O:43][CH3:44])=[C:11]([CH3:45])[N:10]=1.C(N(CC)CC)C. (6) Given the product [NH:1]1[CH2:6][CH2:5][CH2:4][CH:3]([NH:7][C:8](=[O:13])[O:9][CH:10]([CH3:11])[CH3:12])[CH2:2]1, predict the reactants needed to synthesize it. The reactants are: [N:1]1[CH:6]=[CH:5][CH:4]=[C:3]([NH:7][C:8](=[O:13])[O:9][CH:10]([CH3:12])[CH3:11])[CH:2]=1.C(O)(=O)C.[H][H].[OH-].[Na+].